This data is from Full USPTO retrosynthesis dataset with 1.9M reactions from patents (1976-2016). The task is: Predict the reactants needed to synthesize the given product. The reactants are: [C:1]([C:4]12[CH2:13][CH:8]3[CH2:9][CH:10]([CH2:12][CH:6]([CH:7]3[NH:14][C:15]3[C:20]([C:21]([O:23]CC4C=CC=CC=4)=[O:22])=[CH:19][N:18]=[C:17]4[NH:31][CH:32]=[CH:33][C:16]=34)[CH2:5]1)[CH2:11]2)(=[O:3])[NH2:2].[H][H]. Given the product [C:1]([C:4]12[CH2:13][CH:8]3[CH2:9][CH:10]([CH2:12][CH:6]([CH:7]3[NH:14][C:15]3[C:20]([C:21]([OH:23])=[O:22])=[CH:19][N:18]=[C:17]4[NH:31][CH:32]=[CH:33][C:16]=34)[CH2:5]1)[CH2:11]2)(=[O:3])[NH2:2], predict the reactants needed to synthesize it.